Dataset: hERG potassium channel inhibition data for cardiac toxicity prediction from Karim et al.. Task: Regression/Classification. Given a drug SMILES string, predict its toxicity properties. Task type varies by dataset: regression for continuous values (e.g., LD50, hERG inhibition percentage) or binary classification for toxic/non-toxic outcomes (e.g., AMES mutagenicity, cardiotoxicity, hepatotoxicity). Dataset: herg_karim. (1) The compound is NC(C(=O)N1CCSC1)C1CCC(NC(=O)c2ccccc2C(F)(F)F)CC1. The result is 0 (non-blocker). (2) The drug is O=C1OCc2cc(CCN3CCN(C(=O)Cc4ccc(-n5cnnn5)nc4)CC3)ccc21. The result is 1 (blocker).